From a dataset of HIV replication inhibition screening data with 41,000+ compounds from the AIDS Antiviral Screen. Binary Classification. Given a drug SMILES string, predict its activity (active/inactive) in a high-throughput screening assay against a specified biological target. (1) The drug is COc1cc(C2(C)SCCCS2)cc(OC)c1OC. The result is 0 (inactive). (2) The result is 0 (inactive). The compound is CCN(CC)c1ccc(N=Cc2cc(=O)n(C)c3ccccc23)cc1. (3) The molecule is CC(NP(=O)(c1ccccc1)c1ccccc1)c1ccccc1. The result is 0 (inactive). (4) The drug is CN(N=Cc1ccnc2ccccc12)c1ccc(Cl)cc1[N+](=O)[O-]. The result is 0 (inactive). (5) The drug is CCOC(=O)c1c(NC(=S)Nc2ccccc2)sc2c1CCN(C)C2. The result is 0 (inactive). (6) The compound is COc1ccc(C2CC(=O)CC(c3ccc(OC)cc3OC)C23C(=O)c2ccccc2C3=O)c(OC)c1. The result is 0 (inactive).